The task is: Predict the reactants needed to synthesize the given product.. This data is from Full USPTO retrosynthesis dataset with 1.9M reactions from patents (1976-2016). (1) The reactants are: [C:1]([N:8]([CH3:28])[CH:9]1[CH2:14][CH2:13][CH:12]([NH:15][CH2:16][C:17]2[CH:18]=[C:19]([B:25]([OH:27])[OH:26])[CH:20]=[CH:21][C:22]=2[O:23][CH3:24])[CH2:11][CH2:10]1)([O:3][C:4]([CH3:7])([CH3:6])[CH3:5])=[O:2].CCN(C(C)C)C(C)C.[Cl:38][C:39]1[C:40]2[C:50]([F:51])=[CH:49][CH:48]=[C:47]([F:52])[C:41]=2[S:42][C:43]=1[C:44](Cl)=[O:45]. Given the product [C:1]([N:8]([CH3:28])[CH:9]1[CH2:10][CH2:11][CH:12]([N:15]([CH2:16][C:17]2[CH:18]=[C:19]([B:25]([OH:26])[OH:27])[CH:20]=[CH:21][C:22]=2[O:23][CH3:24])[C:44]([C:43]2[S:42][C:41]3[C:47]([F:52])=[CH:48][CH:49]=[C:50]([F:51])[C:40]=3[C:39]=2[Cl:38])=[O:45])[CH2:13][CH2:14]1)([O:3][C:4]([CH3:7])([CH3:6])[CH3:5])=[O:2], predict the reactants needed to synthesize it. (2) Given the product [CH2:1]([O:8][CH2:9][CH2:10][CH2:11][C@H:12]([C:21]1[C:25]([I:26])=[C:24]([C:27]2[CH:31]=[C:30]([C:32](=[O:37])[C:33]([CH3:36])([CH3:35])[CH3:34])[O:29][N:28]=2)[O:23][N:22]=1)[CH2:13][C:14]([O:16][C:17]([CH3:20])([CH3:19])[CH3:18])=[O:15])[C:2]1[CH:3]=[CH:4][CH:5]=[CH:6][CH:7]=1, predict the reactants needed to synthesize it. The reactants are: [CH2:1]([O:8][CH2:9][CH2:10][CH2:11][C@H:12]([C:21]1[C:25]([I:26])=[C:24]([C:27]2[CH:31]=[C:30]([CH:32]([OH:37])[C:33]([CH3:36])([CH3:35])[CH3:34])[O:29][N:28]=2)[O:23][N:22]=1)[CH2:13][C:14]([O:16][C:17]([CH3:20])([CH3:19])[CH3:18])=[O:15])[C:2]1[CH:7]=[CH:6][CH:5]=[CH:4][CH:3]=1.CC(OI1(OC(C)=O)(OC(C)=O)OC(=O)C2C=CC=CC1=2)=O.C(=O)([O-])[O-].[Na+].[Na+].C(=O)([O-])O.[Na+]. (3) Given the product [Br:28][C:29]1[CH:34]=[C:33]([CH3:35])[C:32]([CH:11]2[C:12](=[O:14])[CH2:13][CH:8]([CH2:7][CH:4]3[CH2:3][CH2:2][O:1][CH2:6][CH2:5]3)[CH2:9][C:10]2=[O:15])=[C:31]([CH3:37])[CH:30]=1, predict the reactants needed to synthesize it. The reactants are: [O:1]1[CH2:6][CH2:5][CH:4]([CH2:7][CH:8]2[CH2:13][C:12](=[O:14])[CH2:11][C:10](=[O:15])[CH2:9]2)[CH2:3][CH2:2]1.C([O-])(=O)C.C([O-])(=O)C.C([O-])(=O)C.[Br:28][C:29]1[CH:34]=[C:33]([CH3:35])[C:32]([Pb+3])=[C:31]([CH3:37])[CH:30]=1.C1(C)C=CC=CC=1.Cl. (4) Given the product [C:1]([O:5][C:6]([NH:8][C:9]1[CH:10]=[CH:11][C:12]([C:15]2[N:16]=[C:17]([C:21]([OH:23])=[O:22])[N:18]([CH3:20])[CH:19]=2)=[CH:13][CH:14]=1)=[O:7])([CH3:4])([CH3:2])[CH3:3], predict the reactants needed to synthesize it. The reactants are: [C:1]([O:5][C:6]([NH:8][C:9]1[CH:14]=[CH:13][C:12]([C:15]2[N:16]=[C:17]([C:21]([O:23]C)=[O:22])[N:18]([CH3:20])[CH:19]=2)=[CH:11][CH:10]=1)=[O:7])([CH3:4])([CH3:3])[CH3:2].[OH-].[K+].